From a dataset of Full USPTO retrosynthesis dataset with 1.9M reactions from patents (1976-2016). Predict the reactants needed to synthesize the given product. (1) Given the product [CH:1]1([C:4]2[NH:8][C:7]3[CH:16]=[C:17]([C:29]4[C:30]([CH3:35])=[N:31][O:32][C:33]=4[CH3:34])[CH:18]=[C:19]([C:20]([C:21]4[CH:26]=[CH:25][CH:24]=[C:23]([CH3:27])[N:22]=4)([C:37]4[CH:38]=[CH:39][CH:40]=[CH:41][N:36]=4)[OH:28])[C:6]=3[N:5]=2)[CH2:2][CH2:3]1, predict the reactants needed to synthesize it. The reactants are: [CH:1]1([C:4]2[N:8](C(OC(C)(C)C)=O)[C:7]3[CH:16]=[C:17]([C:29]4[C:30]([CH3:35])=[N:31][O:32][C:33]=4[CH3:34])[CH:18]=[C:19]([C:20](=[O:28])[C:21]4[CH:26]=[CH:25][CH:24]=[C:23]([CH3:27])[N:22]=4)[C:6]=3[N:5]=2)[CH2:3][CH2:2]1.[N:36]1[CH:41]=[CH:40][CH:39]=[CH:38][C:37]=1[Mg]Br. (2) Given the product [CH3:17][N:18]([CH:20]=[C:3]([C:4](=[O:5])[C:6]([O:8][CH2:9][CH3:10])=[O:7])[C:2]([O:12][CH2:13][CH3:14])=[O:11])[CH3:19], predict the reactants needed to synthesize it. The reactants are: [Na].[C:2]([O:12][CH2:13][CH3:14])(=[O:11])[CH2:3][C:4]([C:6]([O:8][CH2:9][CH3:10])=[O:7])=[O:5].CO[CH:17](OC)[N:18]([CH3:20])[CH3:19].C(O)(=O)C. (3) Given the product [F:1][C:2]([F:19])([F:18])[C:3]1[CH:4]=[C:5](/[CH:13]=[CH:14]/[C:15]([NH:27][C:24]2[CH:25]=[CH:26][C:21]([I:20])=[CH:22][C:23]=2[C:28]2[NH:32][N:31]=[N:30][N:29]=2)=[O:16])[CH:6]=[C:7]([C:9]([F:12])([F:11])[F:10])[CH:8]=1, predict the reactants needed to synthesize it. The reactants are: [F:1][C:2]([F:19])([F:18])[C:3]1[CH:4]=[C:5](/[CH:13]=[CH:14]/[C:15](Cl)=[O:16])[CH:6]=[C:7]([C:9]([F:12])([F:11])[F:10])[CH:8]=1.[I:20][C:21]1[CH:26]=[CH:25][C:24]([NH2:27])=[C:23]([C:28]2[NH:32][N:31]=[N:30][N:29]=2)[CH:22]=1. (4) Given the product [ClH:35].[NH2:8][CH2:9][C:10]1[CH:15]=[CH:14][C:13]([C:16]2[CH:17]=[CH:18][N:19]3[C:24]([C:25]=2[CH3:26])=[C:23]([CH:27]2[CH2:28][CH2:29]2)[CH:22]=[C:21]([C:30]([OH:32])=[O:31])[C:20]3=[O:33])=[CH:12][C:11]=1[F:34], predict the reactants needed to synthesize it. The reactants are: C(OC([NH:8][CH2:9][C:10]1[CH:15]=[CH:14][C:13]([C:16]2[CH:17]=[CH:18][N:19]3[C:24]([C:25]=2[CH3:26])=[C:23]([CH:27]2[CH2:29][CH2:28]2)[CH:22]=[C:21]([C:30]([OH:32])=[O:31])[C:20]3=[O:33])=[CH:12][C:11]=1[F:34])=O)(C)(C)C.[ClH:35].O1CCOCC1. (5) The reactants are: [Cl:1][C:2]1[CH:3]=[C:4]([CH:23]=[CH:24][C:25]=1[Cl:26])[O:5][CH:6]1[CH2:11][CH2:10][N:9]([CH:12]2[CH2:17][CH2:16][CH:15]([C:18]([O:20][CH2:21][CH3:22])=[O:19])[CH2:14][CH2:13]2)[CH2:8][CH2:7]1.[O-]CC.[Na+].[Na].C(O)C. Given the product [Cl:1][C:2]1[CH:3]=[C:4]([CH:23]=[CH:24][C:25]=1[Cl:26])[O:5][CH:6]1[CH2:7][CH2:8][N:9]([C@H:12]2[CH2:13][CH2:14][C@H:15]([C:18]([O:20][CH2:21][CH3:22])=[O:19])[CH2:16][CH2:17]2)[CH2:10][CH2:11]1, predict the reactants needed to synthesize it. (6) Given the product [Br:1][C:2]1[CH:16]=[C:6]([NH:7][CH2:8][C:9]2[CH:14]=[CH:13][CH:12]=[C:11]([F:15])[CH:10]=2)[C:5]([NH2:17])=[CH:4][C:3]=1[F:20], predict the reactants needed to synthesize it. The reactants are: [Br:1][C:2]1[C:3]([F:20])=[CH:4][C:5]([N+:17]([O-])=O)=[C:6]([CH:16]=1)[NH:7][CH2:8][C:9]1[CH:14]=[CH:13][CH:12]=[C:11]([F:15])[CH:10]=1.O.NN.O. (7) Given the product [C:14]([O:13][CH2:12][CH2:11][C:3]1[S:4][C:5]([S:7]([NH:8][C:17](=[O:23])[NH:41][C:39]2[CH:38]=[C:37]([C:42]([F:45])([F:43])[F:44])[CH:36]=[C:35]([CH3:34])[N:40]=2)(=[O:10])=[O:9])=[CH:6][C:2]=1[CH3:1])(=[O:16])[CH3:15], predict the reactants needed to synthesize it. The reactants are: [CH3:1][C:2]1[CH:6]=[C:5]([S:7](=[O:10])(=[O:9])[NH2:8])[S:4][C:3]=1[CH2:11][CH2:12][O:13][C:14](=[O:16])[CH3:15].[C:17]1([O:23]C(Cl)=O)C=CC=CC=1.C(N(CC)CC)C.[CH3:34][C:35]1[N:40]=[C:39]([NH2:41])[CH:38]=[C:37]([C:42]([F:45])([F:44])[F:43])[CH:36]=1. (8) Given the product [CH2:2]([O:4][C:5]([C:7]1[C:8]2[S:16][CH:15]=[C:14]([CH2:17][O:18][C:19]3[CH:24]=[CH:23][CH:22]=[C:21]([NH:25][C:26](=[O:42])[C:27]4[CH:32]=[CH:31][CH:30]=[C:29]([O:33][CH2:34][CH2:35][N:36]5[CH2:41][CH2:40][O:39][CH2:38][CH2:37]5)[CH:28]=4)[CH:20]=3)[C:9]=2[C:10]([NH2:1])=[N:11][CH:12]=1)=[O:6])[CH3:3], predict the reactants needed to synthesize it. The reactants are: [NH3:1].[CH2:2]([O:4][C:5]([C:7]1[C:8]2[S:16][CH:15]=[C:14]([CH2:17][O:18][C:19]3[CH:24]=[CH:23][CH:22]=[C:21]([NH:25][C:26](=[O:42])[C:27]4[CH:32]=[CH:31][CH:30]=[C:29]([O:33][CH2:34][CH2:35][N:36]5[CH2:41][CH2:40][O:39][CH2:38][CH2:37]5)[CH:28]=4)[CH:20]=3)[C:9]=2[C:10](Cl)=[N:11][CH:12]=1)=[O:6])[CH3:3]. (9) Given the product [Cl:1][C:2]1[CH:3]=[CH:4][C:5]([C:8]2[C:9]([CH2:17][CH2:18][C:19]3[CH:24]=[CH:23][CH:22]=[CH:21][N:20]=3)=[N:10][CH:11]=[C:12]([CH:16]=2)[C:13]([NH:25][C@@H:26]2[CH2:31][CH2:30][CH2:29][CH2:28][C@H:27]2[OH:32])=[O:14])=[CH:6][CH:7]=1, predict the reactants needed to synthesize it. The reactants are: [Cl:1][C:2]1[CH:7]=[CH:6][C:5]([C:8]2[C:9]([CH2:17][CH2:18][C:19]3[CH:24]=[CH:23][CH:22]=[CH:21][N:20]=3)=[N:10][CH:11]=[C:12]([CH:16]=2)[C:13](O)=[O:14])=[CH:4][CH:3]=1.[NH2:25][C@@H:26]1[CH2:31][CH2:30][CH2:29][CH2:28][C@H:27]1[OH:32].